This data is from Peptide-MHC class I binding affinity with 185,985 pairs from IEDB/IMGT. The task is: Regression. Given a peptide amino acid sequence and an MHC pseudo amino acid sequence, predict their binding affinity value. This is MHC class I binding data. (1) The peptide sequence is SLLTNDTTWI. The MHC is HLA-A33:01 with pseudo-sequence HLA-A33:01. The binding affinity (normalized) is 0. (2) The peptide sequence is WSIHAKHEW. The MHC is HLA-B53:01 with pseudo-sequence HLA-B53:01. The binding affinity (normalized) is 0.229. (3) The peptide sequence is LMLLFAAMI. The MHC is H-2-Kb with pseudo-sequence H-2-Kb. The binding affinity (normalized) is 0.298. (4) The peptide sequence is VLTGNLQTL. The MHC is HLA-B08:01 with pseudo-sequence HLA-B08:01. The binding affinity (normalized) is 0.0847. (5) The peptide sequence is EMKTDAATLA. The MHC is HLA-B07:02 with pseudo-sequence HLA-B07:02. The binding affinity (normalized) is 0.105. (6) The peptide sequence is HQDDGQPRL. The MHC is HLA-B15:17 with pseudo-sequence HLA-B15:17. The binding affinity (normalized) is 0.0847. (7) The peptide sequence is GLAEKPNDY. The MHC is HLA-B08:02 with pseudo-sequence HLA-B08:02. The binding affinity (normalized) is 0.0847.